This data is from Reaction yield outcomes from USPTO patents with 853,638 reactions. The task is: Predict the reaction yield, written as a fraction of the theoretical maximum amount of product (1.0 means a 100% yield; for example, 0.34 means a 34% yield). (1) The reactants are [F:1][C:2]([F:12])([F:11])[C:3]1[CH:10]=[CH:9][C:6]([CH:7]=[O:8])=[CH:5][CH:4]=1.[NH2:13][C:14]1[N:15]=[N:16][C:17]([CH3:20])=[CH:18][CH:19]=1.C([O:23][C:24](=O)[C:25]([OH:39])=[CH:26][C:27](=O)[C:28]1[CH:33]=[CH:32][C:31]([C:34]([F:37])([F:36])[F:35])=[CH:30][CH:29]=1)C. No catalyst specified. The product is [OH:39][C:25]1[C:24](=[O:23])[N:13]([C:14]2[N:15]=[N:16][C:17]([CH3:20])=[CH:18][CH:19]=2)[CH:27]([C:28]2[CH:33]=[CH:32][C:31]([C:34]([F:35])([F:36])[F:37])=[CH:30][CH:29]=2)[C:26]=1[C:7](=[O:8])[C:6]1[CH:9]=[CH:10][C:3]([C:2]([F:11])([F:12])[F:1])=[CH:4][CH:5]=1. The yield is 0.0200. (2) The reactants are N([O-])=O.[Na+].O.[N+:6]([C:9]1[CH:10]=[C:11]([CH:13]=[CH:14][C:15]=1[CH:16]([CH3:18])[CH3:17])N)([O-:8])=[O:7].[ClH:19]. The catalyst is [Cu]Cl. The product is [Cl:19][C:11]1[CH:13]=[CH:14][C:15]([CH:16]([CH3:18])[CH3:17])=[C:9]([N+:6]([O-:8])=[O:7])[CH:10]=1. The yield is 0.170. (3) The reactants are [N+:1]([C:4]1[CH:5]=[C:6]([OH:11])[C:7]([OH:10])=[CH:8][CH:9]=1)([O-:3])=[O:2].Cl[C:13]([F:19])([F:18])C(OC)=O.C(=O)([O-])[O-].[Cs+].[Cs+]. The catalyst is CN(C=O)C. The product is [F:18][CH:13]([F:19])[O:10][C:7]1[CH:8]=[CH:9][C:4]([N+:1]([O-:3])=[O:2])=[CH:5][C:6]=1[OH:11]. The yield is 0.270. (4) The reactants are [NH2:1][C:2]1[N:7]=[N:6][C:5]([CH2:8][CH2:9][CH:10]([F:31])[CH2:11][N:12]2[CH:16]=[C:15]([C:17]([NH:19][CH2:20][C:21]3[CH:26]=[C:25]([C:27]([F:30])([F:29])[F:28])[CH:24]=[CH:23][N:22]=3)=[O:18])[N:14]=[N:13]2)=[CH:4][CH:3]=1.Cl.[N:33]1[CH:38]=[CH:37][CH:36]=[CH:35][C:34]=1[CH2:39][C:40](O)=[O:41].CN(C(ON1N=NC2C=CC=NC1=2)=[N+](C)C)C.F[P-](F)(F)(F)(F)F.CCN(C(C)C)C(C)C. The catalyst is CN(C=O)C. The product is [F:31][CH:10]([CH2:9][CH2:8][C:5]1[N:6]=[N:7][C:2]([NH:1][C:40](=[O:41])[CH2:39][C:34]2[CH:35]=[CH:36][CH:37]=[CH:38][N:33]=2)=[CH:3][CH:4]=1)[CH2:11][N:12]1[CH:16]=[C:15]([C:17]([NH:19][CH2:20][C:21]2[CH:26]=[C:25]([C:27]([F:30])([F:29])[F:28])[CH:24]=[CH:23][N:22]=2)=[O:18])[N:14]=[N:13]1. The yield is 0.470.